This data is from Catalyst prediction with 721,799 reactions and 888 catalyst types from USPTO. The task is: Predict which catalyst facilitates the given reaction. (1) Reactant: [CH2:1]([O:8][C:9]1[CH:14]=[CH:13][C:12]([C:15]2[NH:16][CH:17]=[C:18]([C:20]3[N:24]([CH:25]([CH3:27])[CH3:26])[N:23]=[CH:22][N:21]=3)[N:19]=2)=[C:11]([F:28])[CH:10]=1)[C:2]1[CH:7]=[CH:6][CH:5]=[CH:4][CH:3]=1.[O:29]1[CH2:33][CH2:32]OC1=O. Product: [CH2:1]([O:8][C:9]1[CH:14]=[CH:13][C:12]([C:15]2[N:16]([CH2:32][CH2:33][OH:29])[CH:17]=[C:18]([C:20]3[N:24]([CH:25]([CH3:26])[CH3:27])[N:23]=[CH:22][N:21]=3)[N:19]=2)=[C:11]([F:28])[CH:10]=1)[C:2]1[CH:3]=[CH:4][CH:5]=[CH:6][CH:7]=1. The catalyst class is: 11. (2) Reactant: [CH2:1]([N:3]([CH2:16][CH3:17])[C:4]([C:6]1[N:7]=[C:8]([C:11]([O:13][CH2:14][CH3:15])=[O:12])[S:9][CH:10]=1)=[O:5])[CH3:2].C(N(CC)C(C1N=C(C([O-])=O)SC=1)=O)C.[K+].Br[C:35]1[CH:40]=[CH:39][C:38]([C:41]([OH:50])([C:46]([F:49])([F:48])[F:47])[C:42]([F:45])([F:44])[F:43])=[C:37]([Cl:51])[C:36]=1[Cl:52].CC([O-])=O.[K+].C1C=CC(P(C2C=CC=CC=2)C2C=CC=CC=2)=CC=1. Product: [Cl:52][C:36]1[C:37]([Cl:51])=[C:38]([C:41]([OH:50])([C:42]([F:43])([F:44])[F:45])[C:46]([F:47])([F:48])[F:49])[CH:39]=[CH:40][C:35]=1[C:10]1[S:9][C:8]([C:11]([O:13][CH2:14][CH3:15])=[O:12])=[N:7][C:6]=1[C:4](=[O:5])[N:3]([CH2:1][CH3:2])[CH2:16][CH3:17]. The catalyst class is: 416. (3) Reactant: [Cl-].[Al+3].[Cl-].[Cl-].[C:5]([C:9]1[CH:14]=[CH:13][CH:12]=[CH:11][CH:10]=1)([CH3:8])([CH3:7])[CH3:6].[C:15]1(=[O:21])[O:20][C:18](=[O:19])[CH2:17][CH2:16]1.ClC(Cl)C(Cl)Cl. Product: [C:5]([C:9]1[CH:14]=[CH:13][C:12]([C:15](=[O:21])[CH2:16][CH2:17][C:18]([OH:20])=[O:19])=[CH:11][CH:10]=1)([CH3:8])([CH3:7])[CH3:6]. The catalyst class is: 33. (4) Reactant: [F:1][C:2]1[C:10]2[O:9][CH2:8][CH2:7][C:6]=2[CH:5]=[C:4]([N+:11]([O-])=O)[CH:3]=1.Cl. Product: [F:1][C:2]1[C:10]2[O:9][CH2:8][CH2:7][C:6]=2[CH:5]=[C:4]([NH2:11])[CH:3]=1. The catalyst class is: 186. (5) Reactant: [Br-].C1([P+](C2C=CC=CC=2)(C2C=CC=CC=2)C2C=CC=CC=2)CC1.[Li+].[CH3:25][CH2:26][CH2:27][CH2-:28].[CH2:29]1[O:39][C:32]2([CH2:37][CH2:36]C(=O)[CH2:34][CH2:33]2)[O:31][CH2:30]1. Product: [C:26]1(=[C:25]2[CH2:36][CH2:37][C:32]3([O:39][CH2:29][CH2:30][O:31]3)[CH2:33][CH2:34]2)[CH2:28][CH2:27]1. The catalyst class is: 1. (6) Reactant: C(OC(=O)[NH:5][C:6]1[CH:15]=[CH:14][C:13]2[C:8](=[CH:9][CH:10]=[C:11]([O:16]C(=O)C)[CH:12]=2)[C:7]=1[Cl:20])C.[OH-].[K+]. The catalyst class is: 8. Product: [Cl:20][C:7]1[C:8]2[C:13](=[CH:12][C:11]([OH:16])=[CH:10][CH:9]=2)[CH:14]=[CH:15][C:6]=1[NH2:5]. (7) Reactant: [CH3:1][C:2]1[C:6]2[C:7]([O:12][C:13]3[CH:18]=[CH:17][C:16]([NH:19][C:20](=[O:31])[C@H:21]([NH:23]C(=O)OC(C)(C)C)[CH3:22])=[CH:15][CH:14]=3)=[CH:8][C:9]([CH3:11])=[CH:10][C:5]=2[O:4][N:3]=1.C(O)(C(F)(F)F)=O. Product: [CH3:1][C:2]1[C:6]2[C:7]([O:12][C:13]3[CH:14]=[CH:15][C:16]([NH:19][C:20](=[O:31])[C@@H:21]([CH3:22])[NH2:23])=[CH:17][CH:18]=3)=[CH:8][C:9]([CH3:11])=[CH:10][C:5]=2[O:4][N:3]=1. The catalyst class is: 4. (8) Reactant: [Br:1][C:2]1[CH:3]=[CH:4][C:5]([C:13]([OH:15])=[O:14])=[N:6][C:7]=1[O:8][CH2:9][CH2:10][O:11][CH3:12].IC.[C:18](=O)([O-])[O-].[Na+].[Na+].O. Product: [CH3:18][O:14][C:13]([C:5]1[CH:4]=[CH:3][C:2]([Br:1])=[C:7]([O:8][CH2:9][CH2:10][O:11][CH3:12])[N:6]=1)=[O:15]. The catalyst class is: 3.